Dataset: Catalyst prediction with 721,799 reactions and 888 catalyst types from USPTO. Task: Predict which catalyst facilitates the given reaction. (1) Reactant: C([O:3][C:4]([C:6]1[N:10]([CH2:11][C:12]2[CH:29]=[CH:28][C:15]3[CH2:16][CH2:17][N:18]([C:21]([O:23][C:24]([CH3:27])([CH3:26])[CH3:25])=[O:22])[CH2:19][CH2:20][C:14]=3[CH:13]=2)[CH:9]=[N:8][CH:7]=1)=[O:5])C.[OH-].[Na+].C(O)(=O)C. Product: [CH3:27][C:24]([O:23][C:21]([N:18]1[CH2:17][CH2:16][C:15]2[CH:28]=[CH:29][C:12]([CH2:11][N:10]3[C:6]([C:4]([OH:5])=[O:3])=[CH:7][N:8]=[CH:9]3)=[CH:13][C:14]=2[CH2:20][CH2:19]1)=[O:22])([CH3:25])[CH3:26]. The catalyst class is: 5. (2) Reactant: F[C:2]1[CH:7]=[CH:6][C:5]([NH:8][C:9]2[CH:14]=[CH:13][N:12]=[C:11](NC3C=CC(C(O)=O)=CC=3)[N:10]=2)=[CH:4][C:3]=1C.[Cl:26]C1N=CN=C(Cl)C=1.[F:34][C:35]([F:44])([F:43])C1C=CC(N)=CC=1.C(N(C(C)C)CC)(C)C. Product: [Cl:26][C:11]1[N:10]=[C:9]([NH:8][C:5]2[CH:4]=[CH:3][C:2]([C:35]([F:44])([F:43])[F:34])=[CH:7][CH:6]=2)[CH:14]=[CH:13][N:12]=1. The catalyst class is: 51.